Dataset: NCI-60 drug combinations with 297,098 pairs across 59 cell lines. Task: Regression. Given two drug SMILES strings and cell line genomic features, predict the synergy score measuring deviation from expected non-interaction effect. (1) Drug 1: CN1CCC(CC1)COC2=C(C=C3C(=C2)N=CN=C3NC4=C(C=C(C=C4)Br)F)OC. Drug 2: C1=NC2=C(N=C(N=C2N1C3C(C(C(O3)CO)O)O)F)N. Cell line: SK-MEL-5. Synergy scores: CSS=-1.95, Synergy_ZIP=0.493, Synergy_Bliss=-0.570, Synergy_Loewe=-5.68, Synergy_HSA=-5.52. (2) Drug 1: CC(C)NC(=O)C1=CC=C(C=C1)CNNC.Cl. Drug 2: CC1C(C(CC(O1)OC2CC(CC3=C2C(=C4C(=C3O)C(=O)C5=CC=CC=C5C4=O)O)(C(=O)C)O)N)O. Cell line: MOLT-4. Synergy scores: CSS=47.5, Synergy_ZIP=2.23, Synergy_Bliss=1.92, Synergy_Loewe=-23.8, Synergy_HSA=1.17. (3) Drug 1: CCN(CC)CCNC(=O)C1=C(NC(=C1C)C=C2C3=C(C=CC(=C3)F)NC2=O)C. Drug 2: C1=NC2=C(N1)C(=S)N=CN2. Cell line: NCI/ADR-RES. Synergy scores: CSS=48.4, Synergy_ZIP=-5.94, Synergy_Bliss=-2.80, Synergy_Loewe=7.34, Synergy_HSA=7.96. (4) Drug 1: C1CC(C1)(C(=O)O)C(=O)O.[NH2-].[NH2-].[Pt+2]. Drug 2: B(C(CC(C)C)NC(=O)C(CC1=CC=CC=C1)NC(=O)C2=NC=CN=C2)(O)O. Cell line: NCIH23. Synergy scores: CSS=71.4, Synergy_ZIP=-0.243, Synergy_Bliss=0.413, Synergy_Loewe=-9.42, Synergy_HSA=1.39. (5) Drug 1: C1CC(=O)NC(=O)C1N2CC3=C(C2=O)C=CC=C3N. Drug 2: CC1C(C(CC(O1)OC2CC(CC3=C2C(=C4C(=C3O)C(=O)C5=C(C4=O)C(=CC=C5)OC)O)(C(=O)CO)O)N)O.Cl. Cell line: DU-145. Synergy scores: CSS=32.3, Synergy_ZIP=-0.591, Synergy_Bliss=-2.63, Synergy_Loewe=-5.64, Synergy_HSA=-1.86. (6) Drug 1: C1C(C(OC1N2C=NC3=C(N=C(N=C32)Cl)N)CO)O. Drug 2: COC1=C2C(=CC3=C1OC=C3)C=CC(=O)O2. Cell line: SN12C. Synergy scores: CSS=33.6, Synergy_ZIP=0.780, Synergy_Bliss=1.72, Synergy_Loewe=-29.8, Synergy_HSA=-2.28.